This data is from Forward reaction prediction with 1.9M reactions from USPTO patents (1976-2016). The task is: Predict the product of the given reaction. (1) Given the reactants [F:1][C:2]([F:21])([C:8]1[CH:13]=[CH:12][C:11]([C:14]2[CH:19]=[CH:18][C:17]([F:20])=[CH:16][CH:15]=2)=[CH:10][CH:9]=1)[C:3]([O:5]CC)=[O:4].CO.O.[OH-].[Li+], predict the reaction product. The product is: [F:21][C:2]([F:1])([C:8]1[CH:9]=[CH:10][C:11]([C:14]2[CH:19]=[CH:18][C:17]([F:20])=[CH:16][CH:15]=2)=[CH:12][CH:13]=1)[C:3]([OH:5])=[O:4]. (2) Given the reactants Br[C:2]1[N:3]([CH:15]([C:17]2[CH:22]=[CH:21][CH:20]=[CH:19][CH:18]=2)[CH3:16])[C:4]2[C:9]([C:10]=1[C:11]([O:13][CH3:14])=[O:12])=[CH:8][CH:7]=[CH:6][CH:5]=2.[Br-].[CH:24]1([Zn+])[CH2:26][CH2:25]1, predict the reaction product. The product is: [CH:24]1([C:2]2[N:3]([CH:15]([C:17]3[CH:22]=[CH:21][CH:20]=[CH:19][CH:18]=3)[CH3:16])[C:4]3[C:9]([C:10]=2[C:11]([O:13][CH3:14])=[O:12])=[CH:8][CH:7]=[CH:6][CH:5]=3)[CH2:26][CH2:25]1. (3) The product is: [CH2:43]([N:40]([CH2:41][CH3:42])[CH2:39][CH:38]([OH:45])[CH2:37][O:36][C:35]1[CH:34]=[CH:33][C:32]([NH:31][CH:2]=[C:3]2[C:11]3[C:6](=[CH:7][C:8]([C:12]([C:14]4[CH:15]=[C:16]([NH:20][C:21]([C:23]5[N:24]([CH3:29])[N:25]=[C:26]([CH3:28])[CH:27]=5)=[O:22])[CH:17]=[CH:18][CH:19]=4)=[O:13])=[CH:9][CH:10]=3)[NH:5][C:4]2=[O:30])=[CH:47][CH:46]=1)[CH3:44]. Given the reactants O[CH:2]=[C:3]1[C:11]2[C:6](=[CH:7][C:8]([C:12]([C:14]3[CH:15]=[C:16]([NH:20][C:21]([C:23]4[N:24]([CH3:29])[N:25]=[C:26]([CH3:28])[CH:27]=4)=[O:22])[CH:17]=[CH:18][CH:19]=3)=[O:13])=[CH:9][CH:10]=2)[NH:5][C:4]1=[O:30].[NH2:31][C:32]1[CH:47]=[CH:46][C:35]([O:36][CH2:37][CH:38]([OH:45])[CH2:39][N:40]([CH2:43][CH3:44])[CH2:41][CH3:42])=[CH:34][CH:33]=1, predict the reaction product. (4) Given the reactants [Cl:1][C:2]1[CH:7]=[CH:6][C:5]([C:8]2[O:9][C:10]([CH3:15])=[C:11]([CH3:14])[N+:12]=2[O-])=[CH:4][CH:3]=1.P(Cl)(Cl)([Cl:18])=O.N, predict the reaction product. The product is: [Cl:18][CH2:14][C:11]1[N:12]=[C:8]([C:5]2[CH:6]=[CH:7][C:2]([Cl:1])=[CH:3][CH:4]=2)[O:9][C:10]=1[CH3:15].